This data is from Full USPTO retrosynthesis dataset with 1.9M reactions from patents (1976-2016). The task is: Predict the reactants needed to synthesize the given product. (1) The reactants are: [Cl:1][C:2]1[CH:7]=[CH:6][N:5]=[CH:4][CH:3]=1.OS(O)(=O)=O.OO.[OH-].[Na+].[CH3:17][NH:18][CH:19]=[O:20]. Given the product [CH3:17][NH:18][C:19]([C:4]1[CH:3]=[C:2]([Cl:1])[CH:7]=[CH:6][N:5]=1)=[O:20], predict the reactants needed to synthesize it. (2) Given the product [Br:1][C:2]1[C:3]([CH:9]=[O:10])=[N:4][CH:5]=[CH:6][C:7]=1[CH3:8], predict the reactants needed to synthesize it. The reactants are: [Br:1][C:2]1[C:3]([CH2:9][OH:10])=[N:4][CH:5]=[CH:6][C:7]=1[CH3:8].CC(OI1(OC(C)=O)(OC(C)=O)OC(=O)C2C=CC=CC1=2)=O. (3) Given the product [NH2:1][C:2]1[N:10]=[CH:9][N:8]=[C:7]2[C:3]=1[N:4]=[C:5]([N:11]1[C:19]3[CH2:18][CH2:17][CH2:16][C:15](=[O:20])[C:14]=3[C:13]([CH3:21])=[N:12]1)[N:6]2[CH2:23][CH2:24][CH:25]=[C:26]([CH3:28])[CH3:27], predict the reactants needed to synthesize it. The reactants are: [NH2:1][C:2]1[N:10]=[CH:9][N:8]=[C:7]2[C:3]=1[N:4]=[C:5]([N:11]1[C:19]3[CH2:18][CH2:17][CH2:16][C:15](=[O:20])[C:14]=3[C:13]([CH3:21])=[N:12]1)[NH:6]2.Br[CH2:23][CH2:24][CH:25]=[C:26]([CH3:28])[CH3:27].C(=O)([O-])[O-].[Cs+].[Cs+]. (4) Given the product [CH3:11][C:8]1([CH3:12])[C:7](=[O:13])[NH:6][C:5]2[N:14]=[CH:15][C:2](/[CH:20]=[CH:19]/[C:18]([N:17]([CH3:16])[CH2:22][C:23]3[N:24]([CH3:32])[C:25]4[C:30]([CH:31]=3)=[CH:29][CH:28]=[CH:27][CH:26]=4)=[O:21])=[CH:3][C:4]=2[CH2:10][NH:9]1, predict the reactants needed to synthesize it. The reactants are: Br[C:2]1[CH:15]=[N:14][C:5]2[NH:6][C:7](=[O:13])[C:8]([CH3:12])([CH3:11])[NH:9][CH2:10][C:4]=2[CH:3]=1.[CH3:16][N:17]([CH2:22][C:23]1[N:24]([CH3:32])[C:25]2[C:30]([CH:31]=1)=[CH:29][CH:28]=[CH:27][CH:26]=2)[C:18](=[O:21])[CH:19]=[CH2:20].C(N(C(C)C)C(C)C)C.CC1C=CC=CC=1P(C1C=CC=CC=1C)C1C=CC=CC=1C. (5) Given the product [N+:21]([C:24]1[CH:25]=[C:26]([CH:29]=[C:30]([N+:32]([O-:34])=[O:33])[CH:31]=1)[CH2:27][O:28][CH2:2][CH2:3][CH2:4][CH2:5][CH2:6][CH2:7][CH2:8][CH2:9][CH2:10][CH2:11][CH2:12][CH2:13][OH:14])([O-:23])=[O:22], predict the reactants needed to synthesize it. The reactants are: Br[CH2:2][CH2:3][CH2:4][CH2:5][CH2:6][CH2:7][CH2:8][CH2:9][CH2:10][CH2:11][CH2:12][CH2:13][OH:14].C(=O)([O-])[O-].[Na+].[Na+].[N+:21]([C:24]1[CH:25]=[C:26]([CH:29]=[C:30]([N+:32]([O-:34])=[O:33])[CH:31]=1)[CH2:27][OH:28])([O-:23])=[O:22]. (6) Given the product [OH:34][NH:33][C:21](=[O:23])/[CH:20]=[CH:19]/[C:14]1[CH:15]=[CH:16][CH:17]=[CH:18][C:13]=1[N:10]1[CH2:9][CH2:8][C:7]2([CH2:24][CH2:25][CH:4]([C:1]([NH2:2])=[O:3])[CH2:5][CH2:6]2)[CH2:12][CH2:11]1, predict the reactants needed to synthesize it. The reactants are: [C:1]([CH:4]1[CH2:25][CH2:24][C:7]2([CH2:12][CH2:11][N:10]([C:13]3[CH:18]=[CH:17][CH:16]=[CH:15][C:14]=3/[CH:19]=[CH:20]/[C:21]([OH:23])=O)[CH2:9][CH2:8]2)[CH2:6][CH2:5]1)(=[O:3])[NH2:2].CN1CCOCC1.[NH2:33][OH:34].Cl. (7) Given the product [NH2:1][CH:2]1[CH2:7][CH2:6][CH:5]([NH:8][C:9]2[N:17]=[C:16]3[C:12]([N:13]=[CH:14][N:15]3[CH:18]3[CH2:22][CH2:21][CH2:20][CH2:19]3)=[C:11]([NH:23][CH2:24][C:25]3[CH:26]=[N:27][C:28]([C:34]4[CH:35]=[CH:36][O:32][CH:33]=4)=[CH:29][CH:30]=3)[N:10]=2)[CH2:4][CH2:3]1, predict the reactants needed to synthesize it. The reactants are: [NH2:1][CH:2]1[CH2:7][CH2:6][CH:5]([NH:8][C:9]2[N:17]=[C:16]3[C:12]([N:13]=[CH:14][N:15]3[CH:18]3[CH2:22][CH2:21][CH2:20][CH2:19]3)=[C:11]([NH:23][CH2:24][C:25]3[CH:26]=[N:27][C:28](Br)=[CH:29][CH:30]=3)[N:10]=2)[CH2:4][CH2:3]1.[O:32]1[CH:36]=[CH:35][C:34](B(O)O)=[CH:33]1.O.O.O.P([O-])([O-])([O-])=O.[K+].[K+].[K+].CN(C)C=O. (8) Given the product [CH2:1]([N:8]1[C:9](=[O:12])[S:10][N:20]([CH2:18][CH3:19])[C:21]1=[O:22])[C:2]1[CH:7]=[CH:6][CH:5]=[CH:4][CH:3]=1, predict the reactants needed to synthesize it. The reactants are: [CH2:1]([N:8]=[C:9]=[S:10])[C:2]1[CH:7]=[CH:6][CH:5]=[CH:4][CH:3]=1.Cl.[O-:12][Mn](=O)(=O)=O.[K+].[CH2:18]([N:20]=[C:21]=[O:22])[CH3:19].